From a dataset of NCI-60 drug combinations with 297,098 pairs across 59 cell lines. Regression. Given two drug SMILES strings and cell line genomic features, predict the synergy score measuring deviation from expected non-interaction effect. Drug 1: CN(CC1=CN=C2C(=N1)C(=NC(=N2)N)N)C3=CC=C(C=C3)C(=O)NC(CCC(=O)O)C(=O)O. Drug 2: COC1=NC(=NC2=C1N=CN2C3C(C(C(O3)CO)O)O)N. Cell line: SN12C. Synergy scores: CSS=12.6, Synergy_ZIP=-9.51, Synergy_Bliss=-2.41, Synergy_Loewe=-0.954, Synergy_HSA=-0.228.